This data is from Forward reaction prediction with 1.9M reactions from USPTO patents (1976-2016). The task is: Predict the product of the given reaction. (1) Given the reactants [N+]([O-])(O)=O.OS(O)(=O)=O.F[C:11]1C=CC=C(C)C=1.[F:18][C:19]1[CH:24]=[CH:23][C:22]([N+:25]([O-:27])=[O:26])=[C:21](C)[C:20]=1[N+:29]([O-:31])=[O:30], predict the reaction product. The product is: [F:18][C:19]1[CH:24]=[C:23]([CH3:11])[C:22]([N+:25]([O-:27])=[O:26])=[CH:21][C:20]=1[N+:29]([O-:31])=[O:30]. (2) Given the reactants Br[C:2]1[CH:7]=[CH:6][CH:5]=[C:4]([CH2:8][F:9])[N:3]=1.[CH2:10]([C:14]1[C:23]([CH3:24])=[N:22][C:21]2[C:16](=[CH:17][CH:18]=[CH:19][CH:20]=2)[N:15]=1)[CH2:11][C:12]#[CH:13], predict the reaction product. The product is: [F:9][CH2:8][C:4]1[N:3]=[C:2]([C:13]#[C:12][CH2:11][CH2:10][C:14]2[C:23]([CH3:24])=[N:22][C:21]3[C:16](=[CH:17][CH:18]=[CH:19][CH:20]=3)[N:15]=2)[CH:7]=[CH:6][CH:5]=1. (3) Given the reactants [Si]([O:8][CH2:9][C@@H:10]([NH:19][C:20]([N:22]1[CH2:31][CH2:30][C:29]2[CH:28]=[N:27][C:26]([NH:32][CH:33]([CH3:36])[CH2:34][F:35])=[N:25][C:24]=2[CH2:23]1)=[O:21])[C:11]1[CH:16]=[CH:15][C:14]([Cl:17])=[C:13]([Cl:18])[CH:12]=1)(C(C)(C)C)(C)C.Cl.CC(O)C, predict the reaction product. The product is: [Cl:18][C:13]1[CH:12]=[C:11]([C@H:10]([NH:19][C:20]([N:22]2[CH2:31][CH2:30][C:29]3[CH:28]=[N:27][C:26]([NH:32][CH:33]([CH3:36])[CH2:34][F:35])=[N:25][C:24]=3[CH2:23]2)=[O:21])[CH2:9][OH:8])[CH:16]=[CH:15][C:14]=1[Cl:17]. (4) Given the reactants [BH4-].[Na+].[C:3]1([CH2:13][C:14](=[O:17])[CH2:15][CH3:16])[C:12]2[C:7](=[CH:8][CH:9]=[CH:10][CH:11]=2)[CH:6]=[CH:5][CH:4]=1.Cl, predict the reaction product. The product is: [C:3]1([CH2:13][CH:14]([OH:17])[CH2:15][CH3:16])[C:12]2[C:7](=[CH:8][CH:9]=[CH:10][CH:11]=2)[CH:6]=[CH:5][CH:4]=1. (5) Given the reactants [F:1][CH:2]([F:30])[C:3]1[C:11]2[C:6](=[CH:7][C:8]([F:12])=[CH:9][CH:10]=2)[N:5]([S:13]([C:16]2[CH:21]=[CH:20][C:19]([O:22][CH3:23])=[C:18]([N:24]3[CH2:29][CH2:28][NH:27][CH2:26][CH2:25]3)[CH:17]=2)(=[O:15])=[O:14])[CH:4]=1.[C:31]([BH3-])#N.[Na+].C=O, predict the reaction product. The product is: [F:30][CH:2]([F:1])[C:3]1[C:11]2[C:6](=[CH:7][C:8]([F:12])=[CH:9][CH:10]=2)[N:5]([S:13]([C:16]2[CH:21]=[CH:20][C:19]([O:22][CH3:23])=[C:18]([N:24]3[CH2:29][CH2:28][N:27]([CH3:31])[CH2:26][CH2:25]3)[CH:17]=2)(=[O:15])=[O:14])[CH:4]=1. (6) Given the reactants C([Li])CCC.[Br:6][C:7]1[CH:12]=[CH:11][CH:10]=[C:9](Br)[C:8]=1[C:14]1[CH:19]=[CH:18][CH:17]=[CH:16][C:15]=1[Br:20].[OH-:21].[Na+].OO.Cl.I[CH3:27].[OH-].[K+], predict the reaction product. The product is: [Br:20][C:15]1[CH:16]=[CH:17][CH:18]=[CH:19][C:14]=1[C:8]1[C:7]([Br:6])=[CH:12][CH:11]=[CH:10][C:9]=1[O:21][CH3:27].